This data is from Forward reaction prediction with 1.9M reactions from USPTO patents (1976-2016). The task is: Predict the product of the given reaction. (1) Given the reactants [Cl:1][C:2]1[C:7]([C:8]([OH:10])=O)=[CH:6][N:5]=[CH:4][CH:3]=1.S(Cl)([Cl:13])=O, predict the reaction product. The product is: [ClH:1].[Cl:1][C:2]1[C:7]([C:8]([Cl:13])=[O:10])=[CH:6][N:5]=[CH:4][CH:3]=1. (2) Given the reactants [NH2:1][C:2]1[CH:7]=[CH:6][C:5]([C:8]2([C:13]([OH:15])=[O:14])[CH2:12][CH2:11][CH2:10][CH2:9]2)=[CH:4][CH:3]=1.[CH3:16][O:17][C:18]1[CH:19]=[C:20]([CH:24]=[CH:25][C:26]=1[O:27][CH3:28])[C:21](Cl)=[O:22], predict the reaction product. The product is: [CH3:16][O:17][C:18]1[CH:19]=[C:20]([CH:24]=[CH:25][C:26]=1[O:27][CH3:28])[C:21]([NH:1][C:2]1[CH:3]=[CH:4][C:5]([C:8]2([C:13]([OH:15])=[O:14])[CH2:12][CH2:11][CH2:10][CH2:9]2)=[CH:6][CH:7]=1)=[O:22].